Dataset: Catalyst prediction with 721,799 reactions and 888 catalyst types from USPTO. Task: Predict which catalyst facilitates the given reaction. (1) Reactant: [S:1]([OH:5])(=[O:4])(=[O:3])[CH3:2].[NH2:6][C:7]1[C:8]2[C:15]([C:16]([C:18]3[CH:19]=[CH:20][C:21]([O:36][CH3:37])=[C:22]([NH:24][C:25]([NH:27][C:28]4[CH:33]=[CH:32][C:31]([Cl:34])=[CH:30][C:29]=4[Cl:35])=[O:26])[CH:23]=3)=[O:17])=[CH:14][N:13]([CH:38]([CH3:40])[CH3:39])[C:9]=2[N:10]=[CH:11][N:12]=1. Product: [NH2:6][C:7]1[C:8]2[C:15]([C:16]([C:18]3[CH:19]=[CH:20][C:21]([O:36][CH3:37])=[C:22]([NH:24][C:25]([NH:27][C:28]4[CH:33]=[CH:32][C:31]([Cl:34])=[CH:30][C:29]=4[Cl:35])=[O:26])[CH:23]=3)=[O:17])=[CH:14][N:13]([CH:38]([CH3:40])[CH3:39])[C:9]=2[N:10]=[CH:11][N:12]=1.[S:1]([O-:5])(=[O:4])(=[O:3])[CH3:2]. The catalyst class is: 13. (2) Reactant: [CH:1]([Mg]Br)=[CH2:2].[CH3:5][O:6][C:7](=[O:40])[CH2:8][CH2:9][CH2:10]/[CH:11]=[CH:12]\[CH2:13][C@H:14]1[C:18](=[O:19])[CH:17]=[CH:16][C@@H:15]1/[CH:20]=[CH:21]/[C@@H:22]([O:32][Si:33]([C:36]([CH3:39])([CH3:38])[CH3:37])([CH3:35])[CH3:34])[CH2:23][CH2:24][C:25]1[S:26][C:27]([CH3:31])=[C:28]([Br:30])[CH:29]=1. Product: [CH3:5][O:6][C:7](=[O:40])[CH2:8][CH2:9][CH2:10]/[CH:11]=[CH:12]\[CH2:13][C@H:14]1[C:18](=[O:19])[CH2:17][CH:16]([CH:1]=[CH2:2])[C@@H:15]1/[CH:20]=[CH:21]/[C@@H:22]([O:32][Si:33]([C:36]([CH3:37])([CH3:39])[CH3:38])([CH3:34])[CH3:35])[CH2:23][CH2:24][C:25]1[S:26][C:27]([CH3:31])=[C:28]([Br:30])[CH:29]=1. The catalyst class is: 356.